Predict the reactants needed to synthesize the given product. From a dataset of Full USPTO retrosynthesis dataset with 1.9M reactions from patents (1976-2016). (1) Given the product [CH3:28][C:26]1([CH3:29])[C:27]2[C:22]([CH:21]=[C:10]3[C:9]=2[CH:8]=[C:7]2[C:12]([C:13]4[CH:14]=[CH:15][CH:16]=[CH:17][C:18]=4[C:19]4[CH:20]=[C:3]([OH:2])[CH:4]=[CH:5][C:6]=42)=[CH:11]3)=[CH:23][CH:24]=[CH:25]1, predict the reactants needed to synthesize it. The reactants are: C[O:2][C:3]1[CH:4]=[CH:5][C:6]2[C:7]3[C:12]([C:13]4[CH:14]=[CH:15][CH:16]=[CH:17][C:18]=4[C:19]=2[CH:20]=1)=[CH:11][C:10]1=[CH:21][C:22]2[C:27]([C:26]([CH3:29])([CH3:28])[CH:25]=[CH:24][CH:23]=2)=[C:9]1[CH:8]=3.B(Br)(Br)Br.CO. (2) Given the product [Cl:16][C:3]1[C:2]([NH:1][S:22]([C:18]2[S:17][CH:21]=[CH:20][CH:19]=2)(=[O:24])=[O:23])=[C:10]2[C:6]([CH:7]=[C:8]([C:11]([O:13][CH2:14][CH3:15])=[O:12])[NH:9]2)=[CH:5][CH:4]=1, predict the reactants needed to synthesize it. The reactants are: [NH2:1][C:2]1[C:3]([Cl:16])=[CH:4][CH:5]=[C:6]2[C:10]=1[NH:9][C:8]([C:11]([O:13][CH2:14][CH3:15])=[O:12])=[CH:7]2.[S:17]1[CH:21]=[CH:20][CH:19]=[C:18]1[S:22](Cl)(=[O:24])=[O:23]. (3) Given the product [Cl:1][C:2]1[CH:3]=[CH:4][C:5]([F:11])=[C:6]([CH:10]=1)[C:7]([NH:44][C:42]1[CH:41]=[CH:40][N:39]=[C:38]([O:37][CH3:36])[CH:43]=1)=[O:9], predict the reactants needed to synthesize it. The reactants are: [Cl:1][C:2]1[CH:3]=[CH:4][C:5]([F:11])=[C:6]([CH:10]=1)[C:7]([OH:9])=O.CN(C(ON1N=NC2C=CC=NC1=2)=[N+](C)C)C.F[P-](F)(F)(F)(F)F.[CH3:36][O:37][C:38]1[CH:43]=[C:42]([NH2:44])[CH:41]=[CH:40][N:39]=1.CCN(CC)CC. (4) Given the product [CH3:25][N:24]([CH2:26][C:27]1[CH:28]=[CH:29][C:30]([NH:31]/[C:13](=[C:6]2\[C:5](=[O:22])[NH:4][C:12]3[C:7]\2=[CH:8][CH:9]=[CH:10][CH:11]=3)/[C:14]2[CH:15]=[CH:16][C:17]([Cl:20])=[CH:18][CH:19]=2)=[CH:32][CH:33]=1)[CH3:23], predict the reactants needed to synthesize it. The reactants are: C([N:4]1[C:12]2[C:7](=[CH:8][CH:9]=[CH:10][CH:11]=2)[C:6](=[C:13](Cl)[C:14]2[CH:19]=[CH:18][C:17]([Cl:20])=[CH:16][CH:15]=2)[C:5]1=[O:22])(=O)C.[CH3:23][N:24]([CH2:26][C:27]1[CH:33]=[CH:32][C:30]([NH2:31])=[CH:29][CH:28]=1)[CH3:25].[OH-].[Na+].